Dataset: Forward reaction prediction with 1.9M reactions from USPTO patents (1976-2016). Task: Predict the product of the given reaction. (1) The product is: [CH3:39][NH:41][C:32](=[O:34])[C:31]([CH2:15][C:7]1[NH:8][C:9]2[C:14]([CH:6]=1)=[CH:13][CH:12]=[CH:11][CH:10]=2)=[CH:30][C:25]1[CH:26]=[N:27][C:28]2[NH:29][C:20](=[O:19])[CH2:21][CH2:22][C:23]=2[CH:24]=1. Given the reactants C(Cl)CCl.C[C:6]1[C:14]2[C:9](=[CH:10][CH:11]=[CH:12][CH:13]=2)[NH:8][C:7]=1[CH2:15]NC.Cl.[O:19]=[C:20]1[NH:29][C:28]2[N:27]=[CH:26][C:25]([CH:30]=[CH:31][C:32]([OH:34])=O)=[CH:24][C:23]=2[CH2:22][CH2:21]1.C1C=CC2N(O)N=[N:41][C:39]=2C=1.CCN(C(C)C)C(C)C, predict the reaction product. (2) Given the reactants C(OC(=O)[NH:7][CH:8]1[CH2:13][CH2:12][N:11]([CH2:14][CH2:15][N:16]2[C:25]3[C:20](=[CH:21][C:22](Cl)=[N:23][CH:24]=3)[CH:19]=[CH:18][C:17]2=[O:27])[CH2:10][CH2:9]1)(C)(C)C.[CH3:29][O-:30].[Na+], predict the reaction product. The product is: [NH2:7][CH:8]1[CH2:9][CH2:10][N:11]([CH2:14][CH2:15][N:16]2[C:25]3[C:20](=[CH:21][C:22]([O:30][CH3:29])=[N:23][CH:24]=3)[CH:19]=[CH:18][C:17]2=[O:27])[CH2:12][CH2:13]1.